Predict the product of the given reaction. From a dataset of Forward reaction prediction with 1.9M reactions from USPTO patents (1976-2016). (1) The product is: [CH3:33][C:2]1[C:10]([O:11][CH2:12][CH:13]2[CH2:17][CH2:16][CH2:15][O:14]2)=[C:9]2[C:5]([CH2:6][N:7]([CH2:19][C:20]3[CH:25]=[CH:24][C:23]([C:26]4[CH:27]=[N:28][N:29]([CH3:31])[CH:30]=4)=[CH:22][CH:21]=3)[C:8]2=[O:18])=[CH:4][CH:3]=1. Given the reactants Br[C:2]1[C:10]([O:11][CH2:12][CH:13]2[CH2:17][CH2:16][CH2:15][O:14]2)=[C:9]2[C:5]([CH2:6][N:7]([CH2:19][C:20]3[CH:25]=[CH:24][C:23]([C:26]4[CH:27]=[N:28][N:29]([CH3:31])[CH:30]=4)=[CH:22][CH:21]=3)[C:8]2=[O:18])=[CH:4][CH:3]=1.[Cl-].[CH3:33][Zn+], predict the reaction product. (2) Given the reactants [S:1]1[CH:5]=[CH:4][C:3]2[S:6][CH:7]=[CH:8][C:2]1=2.C([Li])CCC.Br[CH2:15][CH2:16][CH2:17][CH2:18][CH2:19][CH2:20][O:21][CH2:22][C:23]1([CH2:27][CH3:28])[CH2:26][O:25][CH2:24]1, predict the reaction product. The product is: [CH2:27]([C:23]1([CH2:22][O:21][CH2:20][CH2:19][CH2:18][CH2:17][CH2:16][CH2:15][C:5]2[S:1][C:2]3[CH:8]=[CH:7][S:6][C:3]=3[CH:4]=2)[CH2:24][O:25][CH2:26]1)[CH3:28]. (3) The product is: [CH3:25][N:23]([CH3:24])[C:21]([C@@H:20]([NH:19][C:15]([C:7]1[CH:6]=[CH:5][C:4]([CH:1]2[CH2:2][CH2:3]2)=[C:9]([O:10][CH2:11][CH:12]2[CH2:13][CH2:14]2)[N:8]=1)=[O:17])[CH2:26][CH:27]([CH3:28])[CH3:29])=[O:22]. Given the reactants [CH:1]1([C:4]2[CH:5]=[CH:6][C:7]([C:15]([OH:17])=O)=[N:8][C:9]=2[O:10][CH2:11][CH:12]2[CH2:14][CH2:13]2)[CH2:3][CH2:2]1.Cl.[NH2:19][C@@H:20]([CH2:26][CH:27]([CH3:29])[CH3:28])[C:21]([N:23]([CH3:25])[CH3:24])=[O:22], predict the reaction product. (4) Given the reactants [O:1]=[C:2]([N:34]1[CH2:39][CH2:38][NH:37][CH2:36][CH2:35]1)[CH2:3][NH:4][C:5]([C:7]1[CH:11]=[C:10]([O:12][CH2:13][C:14]([N:16]2[CH2:20][CH2:19][CH2:18][C@H:17]2[C:21](=[O:27])[NH:22][CH:23]2[CH2:26][CH2:25][CH2:24]2)=[O:15])[N:9]([C:28]2[CH:33]=[CH:32][CH:31]=[CH:30][CH:29]=2)[N:8]=1)=[O:6].C(N(CC)CC)C.[CH3:47][O:48][CH2:49][CH2:50][O:51][C:52](Cl)=[O:53], predict the reaction product. The product is: [CH3:47][O:48][CH2:49][CH2:50][O:51][C:52]([N:37]1[CH2:38][CH2:39][N:34]([C:2](=[O:1])[CH2:3][NH:4][C:5]([C:7]2[CH:11]=[C:10]([O:12][CH2:13][C:14]([N:16]3[CH2:20][CH2:19][CH2:18][C@H:17]3[C:21](=[O:27])[NH:22][CH:23]3[CH2:24][CH2:25][CH2:26]3)=[O:15])[N:9]([C:28]3[CH:29]=[CH:30][CH:31]=[CH:32][CH:33]=3)[N:8]=2)=[O:6])[CH2:35][CH2:36]1)=[O:53]. (5) Given the reactants [CH3:1][C:2]1[S:6]/[C:5](=[N:7]\[C:8]([N:10]2[CH:14]=[CH:13][N:12]=[CH:11]2)=[O:9])/[N:4]([C:15]2[CH:20]=[CH:19][C:18]([C:21]([F:24])([F:23])[F:22])=[CH:17][CH:16]=2)[CH:3]=1.[I:25][CH3:26], predict the reaction product. The product is: [I-:25].[CH3:26][N+:12]1[CH:13]=[CH:14][N:10]([C:8](/[N:7]=[C:5]2\[S:6][C:2]([CH3:1])=[CH:3][N:4]\2[C:15]2[CH:16]=[CH:17][C:18]([C:21]([F:24])([F:22])[F:23])=[CH:19][CH:20]=2)=[O:9])[CH:11]=1. (6) Given the reactants [I:1][C:2]1[CH:7]=[CH:6][C:5]([OH:8])=[CH:4][CH:3]=1.Cl[C:10]1[N:15]=[C:14]([O:16][CH3:17])[CH:13]=[C:12]([O:18][CH3:19])[N:11]=1.[H-].[Na+], predict the reaction product. The product is: [I:1][C:2]1[CH:7]=[CH:6][C:5]([O:8][C:10]2[N:15]=[C:14]([O:16][CH3:17])[CH:13]=[C:12]([O:18][CH3:19])[N:11]=2)=[CH:4][CH:3]=1. (7) Given the reactants [NH2:1][NH:2][C:3]([C:5]1[CH:10]=[CH:9][CH:8]=[C:7]([CH3:11])[N:6]=1)=[NH:4].[CH3:12][O:13][C:14]1[CH:21]=[CH:20][C:19]([N+:22]([O-:24])=[O:23])=[CH:18][C:15]=1[CH:16]=O, predict the reaction product. The product is: [CH3:12][O:13][C:14]1[CH:21]=[CH:20][C:19]([N+:22]([O-:24])=[O:23])=[CH:18][C:15]=1[C:16]1[NH:1][N:2]=[C:3]([C:5]2[CH:10]=[CH:9][CH:8]=[C:7]([CH3:11])[N:6]=2)[N:4]=1.